Dataset: Forward reaction prediction with 1.9M reactions from USPTO patents (1976-2016). Task: Predict the product of the given reaction. (1) Given the reactants [CH3:1][O:2][C:3](=[O:12])[CH2:4][C:5]1[CH:10]=[CH:9][CH:8]=[C:7]([OH:11])[CH:6]=1.[Br:13][C:14]1[CH:15]=[CH:16][C:17](F)=[C:18]([CH:21]=1)[CH:19]=[O:20].C(=O)([O-])[O-].[K+].[K+].Cl, predict the reaction product. The product is: [CH3:1][O:2][C:3](=[O:12])[CH2:4][C:5]1[CH:10]=[CH:9][CH:8]=[C:7]([O:11][C:17]2[CH:16]=[CH:15][C:14]([Br:13])=[CH:21][C:18]=2[CH:19]=[O:20])[CH:6]=1. (2) The product is: [C:1]([C:4]1[C:9]([NH:10][C:11]([C:13]2[S:14][CH:15]=[C:16]([C:23]#[C:22][Si:24]([CH3:27])([CH3:26])[CH3:25])[N:17]=2)=[O:12])=[C:8]([CH3:19])[C:7]([O:20][CH3:21])=[CH:6][CH:5]=1)(=[O:3])[CH3:2]. Given the reactants [C:1]([C:4]1[C:9]([NH:10][C:11]([C:13]2[S:14][CH:15]=[C:16](Br)[N:17]=2)=[O:12])=[C:8]([CH3:19])[C:7]([O:20][CH3:21])=[CH:6][CH:5]=1)(=[O:3])[CH3:2].[C:22]([Si:24]([CH3:27])([CH3:26])[CH3:25])#[CH:23].C1(P(C2C=CC=CC=2)C2C=CC=CC=2)C=CC=CC=1.C(OC(C)C)(C)C, predict the reaction product. (3) Given the reactants [CH2:1]([N:8]([C:21]1[C:26]([Cl:27])=[CH:25][C:24]([C:28]([F:31])([F:30])[F:29])=[CH:23][N:22]=1)[S:9]([C:12]1[CH:20]=[CH:19][C:15]([C:16]([OH:18])=O)=[CH:14][CH:13]=1)(=[O:11])=[O:10])[C:2]1[CH:7]=[CH:6][CH:5]=[CH:4][CH:3]=1.[CH3:32][NH2:33], predict the reaction product. The product is: [CH2:1]([N:8]([C:21]1[C:26]([Cl:27])=[CH:25][C:24]([C:28]([F:31])([F:30])[F:29])=[CH:23][N:22]=1)[S:9]([C:12]1[CH:13]=[CH:14][C:15]([C:16]([NH:33][CH3:32])=[O:18])=[CH:19][CH:20]=1)(=[O:10])=[O:11])[C:2]1[CH:7]=[CH:6][CH:5]=[CH:4][CH:3]=1. (4) Given the reactants [CH2:1]([N:8]1[CH2:13][CH2:12][C:11]2([C:21]3[C:16](=[CH:17][CH:18]=[CH:19][C:20]=3[Br:22])[NH:15][C:14]2=O)[CH2:10][CH2:9]1)[C:2]1[CH:7]=[CH:6][CH:5]=[CH:4][CH:3]=1, predict the reaction product. The product is: [CH2:1]([N:8]1[CH2:13][CH2:12][C:11]2([C:21]3[C:16](=[CH:17][CH:18]=[CH:19][C:20]=3[Br:22])[NH:15][CH2:14]2)[CH2:10][CH2:9]1)[C:2]1[CH:7]=[CH:6][CH:5]=[CH:4][CH:3]=1. (5) The product is: [CH3:17][O:18][C:19](=[O:23])[CH2:20][CH2:21][NH:22][C:12]1[CH:11]=[C:10]([Cl:15])[N:9]=[C:8]([CH2:1][C:2]2[CH:3]=[CH:4][CH:5]=[CH:6][CH:7]=2)[N:13]=1. Given the reactants [CH2:1]([C:8]1[N:13]=[C:12](Cl)[CH:11]=[C:10]([Cl:15])[N:9]=1)[C:2]1[CH:7]=[CH:6][CH:5]=[CH:4][CH:3]=1.Cl.[CH3:17][O:18][C:19](=[O:23])[CH2:20][CH2:21][NH2:22].C(N(CC)CC)C, predict the reaction product.